This data is from Full USPTO retrosynthesis dataset with 1.9M reactions from patents (1976-2016). The task is: Predict the reactants needed to synthesize the given product. (1) The reactants are: [Br:1][C:2]1[CH:10]=[C:9]2[C:5]([C:6](=[O:12])[C:7](=[O:11])[NH:8]2)=[CH:4][C:3]=1[NH:13][C:14](=[O:16])[CH3:15].[S:17](=[O:21])(=[O:20])([OH:19])[OH:18]. Given the product [S:17]([OH:21])([OH:20])(=[O:19])=[O:18].[Br:1][C:2]1[CH:10]=[C:9]2[C:5]([C:6](=[O:12])[C:7](=[O:11])[NH:8]2)=[CH:4][C:3]=1[NH:13][C:14](=[O:16])[CH3:15], predict the reactants needed to synthesize it. (2) Given the product [OH:3][N:2]=[C:11]1[CH2:12][CH2:13][C:14]([NH:20][C:21]([C:23]2[C:32]([NH:33][C:34]([NH:36][C:37]3[C:38]([CH3:45])=[CH:39][C:40]([CH3:44])=[CH:41][C:42]=3[CH3:43])=[O:35])=[CH:31][C:30]3[C:25](=[CH:26][CH:27]=[CH:28][CH:29]=3)[CH:24]=2)=[O:22])([C:17]([OH:19])=[O:18])[CH2:15][CH2:16]1, predict the reactants needed to synthesize it. The reactants are: Cl.[NH2:2][OH:3].C([O-])([O-])=O.[K+].[K+].O=[C:11]1[CH2:16][CH2:15][C:14]([NH:20][C:21]([C:23]2[C:32]([NH:33][C:34]([NH:36][C:37]3[C:42]([CH3:43])=[CH:41][C:40]([CH3:44])=[CH:39][C:38]=3[CH3:45])=[O:35])=[CH:31][C:30]3[C:25](=[CH:26][CH:27]=[CH:28][CH:29]=3)[CH:24]=2)=[O:22])([C:17]([OH:19])=[O:18])[CH2:13][CH2:12]1. (3) Given the product [CH:2]([CH:15]1[C:20](=[O:21])[CH2:19][CH2:18][N:17]([CH2:42][C:34]2[S:35][C:36]3[CH:41]=[CH:40][CH:39]=[CH:38][C:37]=3[C:33]=2[O:32][CH3:31])[CH2:16]1)([C:9]1[CH:14]=[CH:13][CH:12]=[CH:11][CH:10]=1)[C:3]1[CH:4]=[CH:5][CH:6]=[CH:7][CH:8]=1, predict the reactants needed to synthesize it. The reactants are: Cl.[CH:2]([CH:15]1[C:20](=[O:21])[CH2:19][CH2:18][NH:17][CH2:16]1)([C:9]1[CH:14]=[CH:13][CH:12]=[CH:11][CH:10]=1)[C:3]1[CH:8]=[CH:7][CH:6]=[CH:5][CH:4]=1.C(N(C(C)C)CC)(C)C.[CH3:31][O:32][C:33]1[C:37]2[CH:38]=[CH:39][CH:40]=[CH:41][C:36]=2[S:35][C:34]=1[CH2:42]O.C(OC(C)C)(C)C. (4) The reactants are: Cl.[NH2:2][C@@H:3]([CH2:16][C:17]1[CH:22]=[CH:21][C:20]([F:23])=[C:19]([F:24])[CH:18]=1)[CH2:4][N:5]1[C:13](=[O:14])[C:12]2[C:7](=[CH:8][CH:9]=[CH:10][CH:11]=2)[C:6]1=[O:15].[NH:25]1[CH:29]=[CH:28][N:27]=[C:26]1[C:30](O)=[O:31].C1CN([P+](Br)(N2CCCC2)N2CCCC2)CC1.F[P-](F)(F)(F)(F)F.CCN(C(C)C)C(C)C. Given the product [F:24][C:19]1[CH:18]=[C:17]([CH2:16][C@H:3]([NH:2][C:30]([C:26]2[NH:25][CH:29]=[CH:28][N:27]=2)=[O:31])[CH2:4][N:5]2[C:6](=[O:15])[C:7]3[C:12](=[CH:11][CH:10]=[CH:9][CH:8]=3)[C:13]2=[O:14])[CH:22]=[CH:21][C:20]=1[F:23], predict the reactants needed to synthesize it. (5) Given the product [CH2:24]([O:31][C:32]1[CH:47]=[CH:46][C:45]([B:10]2[O:11][C:12]([CH3:17])([CH3:18])[C:13]([CH3:15])([CH3:16])[O:14]2)=[CH:44][C:33]=1[C:34]([O:36][CH2:37][C:38]1[CH:39]=[CH:40][CH:41]=[CH:42][CH:43]=1)=[O:35])[C:25]1[CH:26]=[CH:27][CH:28]=[CH:29][CH:30]=1, predict the reactants needed to synthesize it. The reactants are: [B:10]1([B:10]2[O:14][C:13]([CH3:16])([CH3:15])[C:12]([CH3:18])([CH3:17])[O:11]2)[O:14][C:13]([CH3:16])([CH3:15])[C:12]([CH3:18])([CH3:17])[O:11]1.C([O-])(=O)C.[K+].[CH2:24]([O:31][C:32]1[CH:47]=[CH:46][C:45](Br)=[CH:44][C:33]=1[C:34]([O:36][CH2:37][C:38]1[CH:43]=[CH:42][CH:41]=[CH:40][CH:39]=1)=[O:35])[C:25]1[CH:30]=[CH:29][CH:28]=[CH:27][CH:26]=1.